Dataset: Catalyst prediction with 721,799 reactions and 888 catalyst types from USPTO. Task: Predict which catalyst facilitates the given reaction. (1) Reactant: [CH2:1]([O:8][C:9](=[O:44])[NH:10][C@H:11]([C:13](=[O:43])[NH:14][C@H:15]([C:26](=[O:42])[NH:27][C@@H:28]([CH2:35][C:36]1[CH:41]=[CH:40][CH:39]=[CH:38][CH:37]=1)[CH:29]([OH:34])[C:30](=[O:33])[NH:31][CH3:32])[CH2:16][C:17]1[C:25]2[C:20](=[CH:21][CH:22]=[CH:23][CH:24]=2)[NH:19][CH:18]=1)[CH3:12])[C:2]1[CH:7]=[CH:6][CH:5]=[CH:4][CH:3]=1.CC(OI1(OC(C)=O)(OC(C)=O)OC(=O)C2C=CC=CC1=2)=O. Product: [CH2:1]([O:8][C:9](=[O:44])[NH:10][C@H:11]([C:13](=[O:43])[NH:14][C@H:15]([C:26](=[O:42])[NH:27][C@@H:28]([CH2:35][C:36]1[CH:41]=[CH:40][CH:39]=[CH:38][CH:37]=1)[C:29]([C:30](=[O:33])[NH:31][CH3:32])=[O:34])[CH2:16][C:17]1[C:25]2[C:20](=[CH:21][CH:22]=[CH:23][CH:24]=2)[NH:19][CH:18]=1)[CH3:12])[C:2]1[CH:7]=[CH:6][CH:5]=[CH:4][CH:3]=1. The catalyst class is: 4. (2) Reactant: [Cl:1][C:2]1[CH:10]=[CH:9][C:5]2[S:6][CH:7]=[CH:8][C:4]=2[CH:3]=1.[Li]CCCC.CCCCCC.[B:22](OC(C)C)([O:27]C(C)C)[O:23]C(C)C.Cl. Product: [Cl:1][C:2]1[CH:10]=[CH:9][C:5]2[S:6][C:7]([B:22]([OH:27])[OH:23])=[CH:8][C:4]=2[CH:3]=1. The catalyst class is: 56. (3) Reactant: [C:1]([O:5][C:6]([N:8]1[CH2:13][C:12]([C:14]2[C:23]3[C:18](=[N:19][N:20]=[C:21]4[N:26](S(C5C=CC=CC=5)(=O)=O)[CH:25]=[CH:24][C:22]4=3)[N:17]=[CH:16][CH:15]=2)=[CH:11][CH2:10][CH2:9]1)=[O:7])([CH3:4])([CH3:3])[CH3:2].[OH-].[Na+]. Product: [C:1]([O:5][C:6]([N:8]1[CH2:13][C:12]([C:14]2[C:23]3[C:18](=[N:19][N:20]=[C:21]4[NH:26][CH:25]=[CH:24][C:22]4=3)[N:17]=[CH:16][CH:15]=2)=[CH:11][CH2:10][CH2:9]1)=[O:7])([CH3:4])([CH3:2])[CH3:3]. The catalyst class is: 21. (4) Reactant: [CH3:1][O:2][C:3]([C:5]1[CH:10]=[C:9]([N:11]2[CH2:16][CH2:15][O:14][CH2:13][CH2:12]2)[N:8]=[C:7](Cl)[N:6]=1)=[O:4].[C:18]1(B(O)O)[CH:23]=[CH:22][CH:21]=[CH:20][CH:19]=1.C(#N)C.C(N(CC)CC)C. Product: [CH3:1][O:2][C:3]([C:5]1[CH:10]=[C:9]([N:11]2[CH2:16][CH2:15][O:14][CH2:13][CH2:12]2)[N:8]=[C:7]([C:18]2[CH:23]=[CH:22][CH:21]=[CH:20][CH:19]=2)[N:6]=1)=[O:4]. The catalyst class is: 257.